This data is from Catalyst prediction with 721,799 reactions and 888 catalyst types from USPTO. The task is: Predict which catalyst facilitates the given reaction. (1) Reactant: [F:1][C:2]1[CH:3]=[CH:4][C:5]([O:31][C:32]2[CH:37]=[CH:36][CH:35]=[CH:34][CH:33]=2)=[C:6]([N:8]([CH2:12][C:13]2[CH:18]=[C:17]([O:19][CH3:20])[CH:16]=[CH:15][C:14]=2[O:21][CH2:22][CH2:23][O:24]C2CCCCO2)[C:9](=[O:11])[CH3:10])[CH:7]=1. Product: [F:1][C:2]1[CH:3]=[CH:4][C:5]([O:31][C:32]2[CH:33]=[CH:34][CH:35]=[CH:36][CH:37]=2)=[C:6]([N:8]([CH2:12][C:13]2[CH:18]=[C:17]([O:19][CH3:20])[CH:16]=[CH:15][C:14]=2[O:21][CH2:22][CH2:23][OH:24])[C:9](=[O:11])[CH3:10])[CH:7]=1. The catalyst class is: 5. (2) Reactant: CS[C:3]1[N:7]=[C:6]([C:8]2[CH:13]=[CH:12][CH:11]=[C:10]([F:14])[C:9]=2[F:15])[S:5][N:4]=1.Cl[C:17]1[CH:18]=[C:19](C=CC=1)[C:20](OO)=[O:21].C(=O)(O)[O-].[Na+]. Product: [F:15][C:9]1[C:10]([F:14])=[CH:11][CH:12]=[CH:13][C:8]=1[C:6]1[S:5][N:4]=[C:3]([O:21][CH2:20][C:19]#[C:18][CH3:17])[N:7]=1. The catalyst class is: 22. (3) Reactant: CN(C(ON1N=NC2C=CC=NC1=2)=[N+](C)C)C.F[P-](F)(F)(F)(F)F.[C:25]([C:29]1[CH:30]=[C:31]([C:70](=[O:72])[NH2:71])[C:32]([O:68][CH3:69])=[C:33]([NH:35][C:36](=[O:67])[NH:37][C:38]2[C:47]3[C:42](=[CH:43][CH:44]=[CH:45][CH:46]=3)[C:41]([O:48][C:49]3[CH:54]=[CH:53][N:52]=[C:51]([NH:55][C:56]4[CH:64]=[CH:63][C:59]([C:60](O)=[O:61])=[C:58]([O:65][CH3:66])[CH:57]=4)[CH:50]=3)=[CH:40][CH:39]=2)[CH:34]=1)([CH3:28])([CH3:27])[CH3:26].[O:73]1[CH2:78][CH2:77][N:76]([CH2:79][CH2:80][NH2:81])[CH2:75][CH2:74]1.CCN(C(C)C)C(C)C. Product: [C:25]([C:29]1[CH:30]=[C:31]([C:70](=[O:72])[NH2:71])[C:32]([O:68][CH3:69])=[C:33]([NH:35][C:36](=[O:67])[NH:37][C:38]2[C:47]3[C:42](=[CH:43][CH:44]=[CH:45][CH:46]=3)[C:41]([O:48][C:49]3[CH:54]=[CH:53][N:52]=[C:51]([NH:55][C:56]4[CH:64]=[CH:63][C:59]([C:60]([NH:81][CH2:80][CH2:79][N:76]5[CH2:77][CH2:78][O:73][CH2:74][CH2:75]5)=[O:61])=[C:58]([O:65][CH3:66])[CH:57]=4)[CH:50]=3)=[CH:40][CH:39]=2)[CH:34]=1)([CH3:28])([CH3:26])[CH3:27]. The catalyst class is: 384. (4) Reactant: [B-](F)(F)(F)F.[CH3:6][N:7](C(ON1C(=O)CCC1=O)=[N+](C)C)[CH3:8].[Br:21][C:22]1[CH:23]=[C:24]([C:39]([OH:41])=O)[CH:25]=[C:26]2[C:31]=1[O:30][C:29]([N:32]1[CH2:37][CH2:36][O:35][CH2:34][CH2:33]1)=[CH:28][C:27]2=[O:38].CCN(C(C)C)C(C)C. Product: [Br:21][C:22]1[CH:23]=[C:24]([C:39]([N:7]([CH3:8])[CH3:6])=[O:41])[CH:25]=[C:26]2[C:31]=1[O:30][C:29]([N:32]1[CH2:37][CH2:36][O:35][CH2:34][CH2:33]1)=[CH:28][C:27]2=[O:38]. The catalyst class is: 2. (5) The catalyst class is: 33. Reactant: [F:1][C:2]1[CH:7]=[CH:6][C:5]([CH:8]2[CH2:13][N:12]([CH2:14][CH2:15][CH3:16])[C:11](=O)[CH2:10][O:9]2)=[CH:4][C:3]=1[O:18][CH3:19]. Product: [F:1][C:2]1[CH:7]=[CH:6][C:5]([CH:8]2[O:9][CH2:10][CH2:11][N:12]([CH2:14][CH2:15][CH3:16])[CH2:13]2)=[CH:4][C:3]=1[O:18][CH3:19]. (6) Reactant: [NH2:1][C:2]1[C:7]([NH2:8])=[CH:6][CH:5]=[CH:4][N:3]=1.P(Cl)(Cl)(Cl)=O.[N:14]1[CH:19]=[CH:18][CH:17]=[CH:16][C:15]=1[C:20]1[C:21]([C:28](O)=O)=[C:22]2[CH2:27][CH2:26][CH2:25][N:23]2[N:24]=1. Product: [N:14]1[CH:19]=[CH:18][CH:17]=[CH:16][C:15]=1[C:20]1[C:21]([C:28]2[NH:8][C:7]3[C:2]([N:1]=2)=[N:3][CH:4]=[CH:5][CH:6]=3)=[C:22]2[CH2:27][CH2:26][CH2:25][N:23]2[N:24]=1. The catalyst class is: 33. (7) Product: [CH3:29][O:30][C:31](=[O:32])[C:33]1[CH:34]=[CH:35][CH:36]=[C:37]([O:26][C:23]2[CH:24]=[CH:25][C:20]([CH:8]([C:5]3[CH:6]=[CH:7][C:2]([Cl:1])=[CH:3][C:4]=3[CH3:28])[CH2:9][C:10]([C:12]3[CH:13]=[CH:14][C:15](=[O:19])[N:16]([CH3:18])[CH:17]=3)=[O:11])=[CH:21][C:22]=2[F:27])[CH:38]=1. The catalyst class is: 221. Reactant: [Cl:1][C:2]1[CH:7]=[CH:6][C:5]([CH:8]([C:20]2[CH:25]=[CH:24][C:23]([OH:26])=[C:22]([F:27])[CH:21]=2)[CH2:9][C:10]([C:12]2[CH:13]=[CH:14][C:15](=[O:19])[N:16]([CH3:18])[CH:17]=2)=[O:11])=[C:4]([CH3:28])[CH:3]=1.[CH3:29][O:30][C:31]([C:33]1[CH:34]=[C:35](B(O)O)[CH:36]=[CH:37][CH:38]=1)=[O:32].N1C=CC=CC=1.